Task: Predict the product of the given reaction.. Dataset: Forward reaction prediction with 1.9M reactions from USPTO patents (1976-2016) (1) Given the reactants [F:1][C:2]([F:23])([F:22])[C:3]1[CH:17]=[C:16]([C:18]([F:21])([F:20])[F:19])[CH:15]=[CH:14][C:4]=1[CH2:5][N:6]1[CH2:11][CH2:10][CH:9]([CH:12]=O)[CH2:8][CH2:7]1.[CH3:24][O:25][CH2:26][CH2:27][O:28][CH2:29][CH2:30][NH:31][C:32]1[CH2:36][S:35][C:34](=[O:37])[N:33]=1.C([O-])(=O)C.[NH2+]1CCCCC1, predict the reaction product. The product is: [F:23][C:2]([F:1])([F:22])[C:3]1[CH:17]=[C:16]([C:18]([F:21])([F:20])[F:19])[CH:15]=[CH:14][C:4]=1[CH2:5][N:6]1[CH2:11][CH2:10][CH:9](/[CH:12]=[C:36]2/[C:32]([NH:31][CH2:30][CH2:29][O:28][CH2:27][CH2:26][O:25][CH3:24])=[N:33][C:34](=[O:37])[S:35]/2)[CH2:8][CH2:7]1. (2) Given the reactants [CH3:1][O:2][C:3](=[O:12])[C:4]1[CH:9]=[CH:8][C:7]([OH:10])=[CH:6][C:5]=1[CH3:11].C([O-])([O-])=O.[K+].[K+].Cl.Cl[CH2:21][C:22]1[CH:27]=[CH:26][CH:25]=[CH:24][N:23]=1.Cl, predict the reaction product. The product is: [CH3:1][O:2][C:3](=[O:12])[C:4]1[CH:9]=[CH:8][C:7]([O:10][CH2:21][C:22]2[CH:27]=[CH:26][CH:25]=[CH:24][N:23]=2)=[CH:6][C:5]=1[CH3:11]. (3) Given the reactants [NH2:1][C:2]1[S:17][C:5]2[CH2:6][N:7]([C:10]([O:12][C:13]([CH3:16])([CH3:15])[CH3:14])=[O:11])[CH2:8][CH2:9][C:4]=2[C:3]=1[C:18]([O:20][CH3:21])=[O:19].C(N(CC)CC)C.[C:29](OC(=O)C)(=[O:31])[CH3:30], predict the reaction product. The product is: [C:29]([NH:1][C:2]1[S:17][C:5]2[CH2:6][N:7]([C:10]([O:12][C:13]([CH3:14])([CH3:15])[CH3:16])=[O:11])[CH2:8][CH2:9][C:4]=2[C:3]=1[C:18]([O:20][CH3:21])=[O:19])(=[O:31])[CH3:30]. (4) Given the reactants O[CH2:2][C:3]([C:5]1[CH:10]=[CH:9][CH:8]=[CH:7][CH:6]=1)=[O:4].CO[C:13]1[C:18]([CH:19]=O)=[CH:17][CH:16]=[CH:15]N=1.O([CH3:23])[Na], predict the reaction product. The product is: [C:18]1([CH:19]=[CH:2][C:3]([C:5]2[CH:10]=[CH:9][CH:8]=[CH:7][CH:6]=2)=[O:4])[CH:13]=[CH:23][CH:15]=[CH:16][CH:17]=1. (5) Given the reactants [CH2:1]([O:8][C:9]1[C:10]([CH2:20][CH:21]([NH2:34])[C:22]2[CH:27]=[CH:26][CH:25]=[C:24]([CH2:28][N:29]3[CH2:33][CH2:32][CH2:31][CH2:30]3)[CH:23]=2)=[CH:11][C:12]([Cl:19])=[C:13]2[C:18]=1[N:17]=[CH:16][CH:15]=[CH:14]2)[C:2]1[CH:7]=[CH:6][CH:5]=[CH:4][CH:3]=1.[Cl:35][C:36]1[CH:48]=[CH:47][C:39]([O:40][C:41]([CH3:46])([CH3:45])[C:42](Cl)=[O:43])=[CH:38][CH:37]=1, predict the reaction product. The product is: [CH2:1]([O:8][C:9]1[C:10]([CH2:20][CH:21]([NH:34][C:42](=[O:43])[C:41]([O:40][C:39]2[CH:47]=[CH:48][C:36]([Cl:35])=[CH:37][CH:38]=2)([CH3:46])[CH3:45])[C:22]2[CH:27]=[CH:26][CH:25]=[C:24]([CH2:28][N:29]3[CH2:33][CH2:32][CH2:31][CH2:30]3)[CH:23]=2)=[CH:11][C:12]([Cl:19])=[C:13]2[C:18]=1[N:17]=[CH:16][CH:15]=[CH:14]2)[C:2]1[CH:3]=[CH:4][CH:5]=[CH:6][CH:7]=1. (6) Given the reactants [CH2:1]([CH:3]([C:6]1[C:7]2[N:8]([C:13](I)=[C:14]([CH3:16])[N:15]=2)[N:9]=[C:10]([CH3:12])[CH:11]=1)[CH2:4][CH3:5])[CH3:2].C([Li])(C)(C)C.[B:23](OC)([O:26]C)[O:24]C.CCCCCC, predict the reaction product. The product is: [CH2:1]([CH:3]([C:6]1[C:7]2[N:8]([C:13]([B:23]([OH:26])[OH:24])=[C:14]([CH3:16])[N:15]=2)[N:9]=[C:10]([CH3:12])[CH:11]=1)[CH2:4][CH3:5])[CH3:2].